From a dataset of Full USPTO retrosynthesis dataset with 1.9M reactions from patents (1976-2016). Predict the reactants needed to synthesize the given product. (1) Given the product [CH3:1][C:2]1[C:7](=[O:8])[CH2:6][CH:5]([C:9]([CH3:11])=[CH2:10])[CH2:4][CH:3]=1, predict the reactants needed to synthesize it. The reactants are: [CH3:1][C:2]1[C:7](=[O:8])[CH2:6][C@H:5]([C:9]([CH3:11])=[CH2:10])[CH2:4][CH:3]=1.C(C1CC(=O)C(C)=CC1)=CC(=C)C.C[O-].[Na+].O.[H][H].C#N. (2) Given the product [N:1]1([CH2:7][C:8]([N:10]2[CH2:11][CH2:12][CH:13]([C:16]3[O:20][C:19]([C:21]4[CH:22]=[C:23]5[C:27](=[CH:28][CH:29]=4)[C:26](=[N:30][OH:31])[CH2:25][CH2:24]5)=[C:18]([C:32]4[CH:33]=[CH:34][N:35]=[CH:36][CH:37]=4)[CH:17]=3)[CH2:14][CH2:15]2)=[O:9])[CH2:6][CH2:5][NH:38][CH2:3][CH2:2]1, predict the reactants needed to synthesize it. The reactants are: [N:1]1([CH2:7][C:8]([N:10]2[CH2:15][CH2:14][CH:13]([C:16]3[O:20][C:19]([C:21]4[CH:22]=[C:23]5[C:27](=[CH:28][CH:29]=4)[C:26](=[N:30][OH:31])[CH2:25][CH2:24]5)=[C:18]([C:32]4[CH:37]=[CH:36][N:35]=[CH:34][CH:33]=4)[CH:17]=3)[CH2:12][CH2:11]2)=[O:9])[CH2:6][CH2:5]O[CH2:3][CH2:2]1.[NH:38]1CCNCC1. (3) Given the product [CH3:11][O:10][C:9]1[CH:8]=[C:5]([OH:17])[CH:4]=[C:3]([O:12][CH3:13])[C:2]=1[CH:25]=[CH2:26], predict the reactants needed to synthesize it. The reactants are: O[C:2]1[C:9]([O:10][CH3:11])=[CH:8][C:5](C=O)=[CH:4][C:3]=1[O:12][CH3:13].C(O)(=O)CC(O)=[O:17].N1[CH2:26][CH2:25]CCC1. (4) The reactants are: [N+](/[C:4](=[CH:15]/[CH2:16]/[C:17](/[N+]([O-])=O)=[CH:18]\[CH2:19][CH2:20][CH2:21][CH2:22][CH3:23])/[CH2:5][CH2:6][CH2:7][CH2:8][CH2:9][CH2:10][CH2:11][C:12]([OH:14])=[O:13])([O-])=O.[N+](/C(=C/C/C=C(/[N+]([O-])=O)\CCCCC)/CCCCCCCC(O)=O)([O-])=O.[N+](/C(/C/C(/[N+]([O-])=O)=C\CCCCC)=C/CCCCCCCC(O)=O)([O-])=O.[N+](/C(/C/C=C(/[N+]([O-])=O)\CCCCC)=C/CCCCCCCC(O)=O)([O-])=O. Given the product [C:12]([OH:14])(=[O:13])[CH2:11][CH2:10][CH2:9][CH2:8][CH2:7][CH2:6][CH2:5]/[CH:4]=[CH:15]\[CH2:16]/[CH:17]=[CH:18]\[CH2:19][CH2:20][CH2:21][CH2:22][CH3:23], predict the reactants needed to synthesize it.